From a dataset of Full USPTO retrosynthesis dataset with 1.9M reactions from patents (1976-2016). Predict the reactants needed to synthesize the given product. The reactants are: [CH:1]12[O:8][CH:5]([CH2:6][CH2:7]1)[CH2:4][N:3]([CH:9]([CH3:39])[C:10]([NH:12][C:13]1[CH:14]=[C:15]([NH:24][C:25]([C:27]3[CH:32]=[CH:31][C:30]([C:33]4[CH:38]=[CH:37][CH:36]=[CH:35][CH:34]=4)=[CH:29][CH:28]=3)=[O:26])[CH:16]=[CH:17][C:18]=1[O:19][C:20]([F:23])([F:22])[F:21])=[O:11])[CH2:2]2. Given the product [CH:1]12[O:8][CH:5]([CH2:6][CH2:7]1)[CH2:4][N:3]([C@H:9]([CH3:39])[C:10]([NH:12][C:13]1[CH:14]=[C:15]([NH:24][C:25]([C:27]3[CH:28]=[CH:29][C:30]([C:33]4[CH:38]=[CH:37][CH:36]=[CH:35][CH:34]=4)=[CH:31][CH:32]=3)=[O:26])[CH:16]=[CH:17][C:18]=1[O:19][C:20]([F:22])([F:23])[F:21])=[O:11])[CH2:2]2, predict the reactants needed to synthesize it.